This data is from Ames mutagenicity test results for genotoxicity prediction. The task is: Regression/Classification. Given a drug SMILES string, predict its toxicity properties. Task type varies by dataset: regression for continuous values (e.g., LD50, hERG inhibition percentage) or binary classification for toxic/non-toxic outcomes (e.g., AMES mutagenicity, cardiotoxicity, hepatotoxicity). Dataset: ames. The drug is O=C1c2ccccc2-c2ccc(O)c3cccc1c23. The result is 1 (mutagenic).